Dataset: Peptide-MHC class II binding affinity with 134,281 pairs from IEDB. Task: Regression. Given a peptide amino acid sequence and an MHC pseudo amino acid sequence, predict their binding affinity value. This is MHC class II binding data. (1) The MHC is DRB1_0701 with pseudo-sequence DRB1_0701. The binding affinity (normalized) is 0.570. The peptide sequence is AFKVCATAANAAPAN. (2) The peptide sequence is INEPTAAAIAKGLDR. The MHC is HLA-DQA10401-DQB10402 with pseudo-sequence HLA-DQA10401-DQB10402. The binding affinity (normalized) is 0.537. (3) The peptide sequence is GMTGCGNTPIFKSGR. The MHC is DRB1_1201 with pseudo-sequence DRB1_1201. The binding affinity (normalized) is 0.163. (4) The peptide sequence is AAATAGTTVYGAFAA. The MHC is DRB1_1101 with pseudo-sequence DRB1_1101. The binding affinity (normalized) is 0.331. (5) The peptide sequence is KDYIALNEDLRSYTA. The binding affinity (normalized) is 0.404. The MHC is DRB1_1201 with pseudo-sequence DRB1_1201. (6) The peptide sequence is STDLIKNQCVNFNFN. The MHC is DRB1_0101 with pseudo-sequence DRB1_0101. The binding affinity (normalized) is 0.552. (7) The peptide sequence is KKSGITEVDRTEAKEGL. The MHC is DRB1_1302 with pseudo-sequence DRB1_1302. The binding affinity (normalized) is 0.301. (8) The peptide sequence is MNIKLQMPLYVAGYK. The MHC is DRB1_0301 with pseudo-sequence DRB1_0301. The binding affinity (normalized) is 0.459. (9) The peptide sequence is TRKIMKVVNRWLFRH. The MHC is HLA-DQA10501-DQB10402 with pseudo-sequence HLA-DQA10501-DQB10402. The binding affinity (normalized) is 0.395. (10) The peptide sequence is ARTDLLAFTAFPKQI. The MHC is HLA-DPA10103-DPB10401 with pseudo-sequence HLA-DPA10103-DPB10401. The binding affinity (normalized) is 0.586.